Dataset: Reaction yield outcomes from USPTO patents with 853,638 reactions. Task: Predict the reaction yield, written as a fraction of the theoretical maximum amount of product (1.0 means a 100% yield; for example, 0.34 means a 34% yield). (1) The reactants are C([O:5][C:6]([CH2:8][C:9]1[CH:14]=[CH:13][C:12]([O:15][C:16]([C:18]2[CH:19]=[C:20]3[C:25](=[CH:26][CH:27]=2)[O:24][C:23]([CH3:29])([CH3:28])[CH2:22][C:21]3([CH3:31])[CH3:30])=[O:17])=[CH:11][CH:10]=1)=[O:7])(C)(C)C.FC(F)(F)C(O)=O. No catalyst specified. The product is [C:6]([CH2:8][C:9]1[CH:10]=[CH:11][C:12]([O:15][C:16]([C:18]2[CH:19]=[C:20]3[C:25](=[CH:26][CH:27]=2)[O:24][C:23]([CH3:29])([CH3:28])[CH2:22][C:21]3([CH3:31])[CH3:30])=[O:17])=[CH:13][CH:14]=1)([OH:7])=[O:5]. The yield is 0.500. (2) The reactants are Cl.[NH2:2][C:3]1[C:11]([OH:12])=[C:10]2[C:6]([CH2:7][CH2:8][CH:9]2[CH2:13][CH2:14][NH:15][C:16](=[O:18])[CH3:17])=[CH:5][CH:4]=1.[C:19](Cl)(=[O:26])[C:20]1[CH:25]=[CH:24][CH:23]=[CH:22][CH:21]=1.O. The catalyst is N1C=CC=CC=1. The product is [C:16]([NH:15][CH2:14][CH2:13][CH:9]1[C:10]2[C:6](=[CH:5][CH:4]=[C:3]([NH:2][C:19](=[O:26])[C:20]3[CH:25]=[CH:24][CH:23]=[CH:22][CH:21]=3)[C:11]=2[OH:12])[CH2:7][CH2:8]1)(=[O:18])[CH3:17]. The yield is 0.890.